This data is from Catalyst prediction with 721,799 reactions and 888 catalyst types from USPTO. The task is: Predict which catalyst facilitates the given reaction. Reactant: [CH3:1][O:2][C:3]1[CH:4]=[C:5]([CH:9]=[CH:10][C:11]=1[NH:12][CH:13]([C:18]1[CH:22]=[C:21]([C:23]2[CH:28]=[CH:27][CH:26]=[CH:25][CH:24]=2)[O:20][C:19]=1[CH3:29])[CH2:14][CH:15]([CH3:17])[CH3:16])C(O)=O.[CH3:30][NH:31][CH2:32][CH2:33][C:34]([O:36]CC)=[O:35].Cl.C(N=C=NCCCN(C)C)C.O.[OH:52][C:53]1C2N=NNC=2C=CC=1. Product: [CH3:1][O:2][C:3]1[CH:4]=[C:5]([C:53]([N:31]([CH3:30])[CH2:32][CH2:33][C:34]([OH:36])=[O:35])=[O:52])[CH:9]=[CH:10][C:11]=1[NH:12][CH:13]([C:18]1[CH:22]=[C:21]([C:23]2[CH:24]=[CH:25][CH:26]=[CH:27][CH:28]=2)[O:20][C:19]=1[CH3:29])[CH2:14][CH:15]([CH3:16])[CH3:17]. The catalyst class is: 842.